This data is from Reaction yield outcomes from USPTO patents with 853,638 reactions. The task is: Predict the reaction yield, written as a fraction of the theoretical maximum amount of product (1.0 means a 100% yield; for example, 0.34 means a 34% yield). (1) The reactants are [Si:1]([O:8][C@@H:9]([C@H:14]1[CH2:18][O:17][C:16]([CH3:20])([CH3:19])[N:15]1[C:21]([O:23][C:24]([CH3:27])([CH3:26])[CH3:25])=[O:22])[C@@H:10]([CH3:13])[CH2:11]O)([C:4]([CH3:7])([CH3:6])[CH3:5])([CH3:3])[CH3:2].N(C(OC(C)C)=O)=NC(OC(C)C)=O.C1C=CC(P(C2C=CC=CC=2)C2C=CC=CC=2)=CC=1.C1C=CC(OP(OC2C=CC=CC=2)([N:70]=[N+:71]=[N-:72])=O)=CC=1. The catalyst is C1COCC1. The product is [N:70]([CH2:11][C@H:10]([CH3:13])[C@H:9]([C@H:14]1[CH2:18][O:17][C:16]([CH3:20])([CH3:19])[N:15]1[C:21]([O:23][C:24]([CH3:27])([CH3:26])[CH3:25])=[O:22])[O:8][Si:1]([C:4]([CH3:7])([CH3:6])[CH3:5])([CH3:3])[CH3:2])=[N+:71]=[N-:72]. The yield is 0.600. (2) The reactants are [Cl:1][C:2]1[CH:7]=[CH:6][C:5]([CH2:8][C:9](Br)=[O:10])=[CH:4][CH:3]=1.[C:12]([S-:14])#[N:13].[K+].O. The catalyst is C(O)C. The product is [Cl:1][C:2]1[CH:7]=[CH:6][C:5]([CH2:8][C:9]([S:14][C:12]#[N:13])=[O:10])=[CH:4][CH:3]=1. The yield is 0.910. (3) The reactants are [CH:1]1([C:4]([NH:6][C:7]2[CH:12]=[C:11]([O:13][C:14]3[C:19]([F:20])=[CH:18][C:17]([NH:21][C:22]([C:24]4[C:25](=[O:40])[N:26]([C:33]5[CH:38]=[CH:37][C:36]([F:39])=[CH:35][CH:34]=5)[CH:27]=[CH:28][C:29]=4[O:30][CH2:31][CH3:32])=[O:23])=[C:16]([F:41])[CH:15]=3)[CH:10]=[CH:9][N:8]=2)=[O:5])[CH2:3][CH2:2]1.[CH3:42][S:43]([OH:46])(=[O:45])=[O:44].CCOCC. The catalyst is CC#N. The product is [CH3:42][S:43]([OH:46])(=[O:45])=[O:44].[CH:1]1([C:4]([NH:6][C:7]2[CH:12]=[C:11]([O:13][C:14]3[C:19]([F:20])=[CH:18][C:17]([NH:21][C:22]([C:24]4[C:25](=[O:40])[N:26]([C:33]5[CH:34]=[CH:35][C:36]([F:39])=[CH:37][CH:38]=5)[CH:27]=[CH:28][C:29]=4[O:30][CH2:31][CH3:32])=[O:23])=[C:16]([F:41])[CH:15]=3)[CH:10]=[CH:9][N:8]=2)=[O:5])[CH2:3][CH2:2]1. The yield is 0.440. (4) The reactants are Br[C:2]1[N:3]=[CH:4][C:5]([O:11][CH3:12])=[C:6]2[C:10]=1[NH:9][CH:8]=[CH:7]2.C([Sn](CCCC)(CCCC)[C:18]1[CH:23]=[N:22][CH:21]=[CH:20][N:19]=1)CCC. The catalyst is CN(C=O)C.C1C=CC([P]([Pd]([P](C2C=CC=CC=2)(C2C=CC=CC=2)C2C=CC=CC=2)([P](C2C=CC=CC=2)(C2C=CC=CC=2)C2C=CC=CC=2)[P](C2C=CC=CC=2)(C2C=CC=CC=2)C2C=CC=CC=2)(C2C=CC=CC=2)C2C=CC=CC=2)=CC=1.[Cu]I. The product is [CH3:12][O:11][C:5]1[CH:4]=[N:3][C:2]([C:18]2[CH:23]=[N:22][CH:21]=[CH:20][N:19]=2)=[C:10]2[C:6]=1[CH:7]=[CH:8][NH:9]2. The yield is 0.530. (5) The reactants are Br[C:2]1[C:7]2=[N:8][C:9]([C:12]([NH2:14])=[O:13])=[CH:10][N:11]=[C:6]2[CH:5]=[N:4][CH:3]=1.[Cl:15][C:16]1[CH:21]=[CH:20][C:19](B(O)O)=[C:18]([F:25])[CH:17]=1.C(=O)([O-])[O-].[Cs+].[Cs+].O1CCOCC1. The catalyst is C1(P([C-]2C=CC=C2)C2C=CC=CC=2)C=CC=CC=1.[C-]1(P(C2C=CC=CC=2)C2C=CC=CC=2)C=CC=C1.[Fe+2].[Pd](Cl)Cl.O. The product is [Cl:15][C:16]1[CH:21]=[CH:20][C:19]([C:2]2[C:7]3=[N:8][C:9]([C:12]([NH2:14])=[O:13])=[CH:10][N:11]=[C:6]3[CH:5]=[N:4][CH:3]=2)=[C:18]([F:25])[CH:17]=1. The yield is 0.550.